This data is from Full USPTO retrosynthesis dataset with 1.9M reactions from patents (1976-2016). The task is: Predict the reactants needed to synthesize the given product. (1) Given the product [CH:17]1([CH2:20][CH:12]2[C:6]3[CH:5]=[CH:4][C:3]([O:2][CH3:1])=[CH:14][C:7]=3[CH2:8][CH2:9][CH2:10][C:11]2=[O:13])[CH2:19][CH2:18]1, predict the reactants needed to synthesize it. The reactants are: [CH3:1][O:2][C:3]1[CH:4]=[CH:5][C:6]2[CH2:12][C:11](=[O:13])[CH2:10][CH2:9][CH2:8][C:7]=2[CH:14]=1.[H-].[Na+].[CH:17]1([CH2:20]Br)[CH2:19][CH2:18]1. (2) Given the product [C:23]([CH2:22][O:21][C:20]1[CH:26]=[C:27]([C:30]#[N:31])[CH:28]=[CH:29][C:19]=1[CH2:18][NH:17][C:5](=[O:7])[C:4]1[CH:8]=[C:9]([C:11]2[NH:12][CH:13]=[CH:14][N:15]=2)[CH:10]=[C:2]([Cl:1])[CH:3]=1)(=[O:24])[NH2:25], predict the reactants needed to synthesize it. The reactants are: [Cl:1][C:2]1[CH:3]=[C:4]([CH:8]=[C:9]([C:11]2[NH:12][CH:13]=[CH:14][N:15]=2)[CH:10]=1)[C:5]([OH:7])=O.Cl.[NH2:17][CH2:18][C:19]1[CH:29]=[CH:28][C:27]([C:30]#[N:31])=[CH:26][C:20]=1[O:21][CH2:22][C:23]([NH2:25])=[O:24]. (3) Given the product [C:27]([C:24]1[CH:25]=[CH:26][C:16]2[N:15]=[C:14]([NH:13][C:11](=[O:12])[C@@H:10]([CH3:29])[C:9]([OH:8])([CH3:31])[CH3:30])[N:18]([CH:19]3[CH2:22][CH2:21][CH2:20]3)[C:17]=2[CH:23]=1)#[N:28], predict the reactants needed to synthesize it. The reactants are: [Si]([O:8][C:9]([CH3:31])([CH3:30])[C@H:10]([CH3:29])[C:11]([NH:13][C:14]1[N:18]([CH:19]2[CH2:22][CH2:21][CH2:20]2)[C:17]2[CH:23]=[C:24]([C:27]#[N:28])[CH:25]=[CH:26][C:16]=2[N:15]=1)=[O:12])(C(C)(C)C)(C)C.Cl.CCOC(C)=O. (4) Given the product [N:1]12[CH2:8][CH2:7][CH:4]([CH2:5][CH2:6]1)[C@@H:3]([O:9][C:10]1[N:15]=[N:14][C:13]([C:16]3[CH:17]=[C:18]([NH2:23])[C:19]([NH2:22])=[CH:20][CH:21]=3)=[CH:12][CH:11]=1)[CH2:2]2, predict the reactants needed to synthesize it. The reactants are: [N:1]12[CH2:8][CH2:7][CH:4]([CH2:5][CH2:6]1)[C@@H:3]([O:9][C:10]1[N:15]=[N:14][C:13]([C:16]3[CH:21]=[CH:20][C:19]([NH2:22])=[C:18]([N+:23]([O-])=O)[CH:17]=3)=[CH:12][CH:11]=1)[CH2:2]2. (5) Given the product [Cl:8][C:6]1[C:5]([C:9]([F:12])([F:11])[F:10])=[CH:4][N:3]=[C:2]([NH:15][C:16]2[CH:21]=[CH:20][C:19]([N:22]3[CH2:27][CH2:26][N:25]([C:28]([O:30][C:31]([CH3:32])([CH3:33])[CH3:34])=[O:29])[CH2:24][CH2:23]3)=[CH:18][C:17]=2[O:35][CH3:36])[N:7]=1, predict the reactants needed to synthesize it. The reactants are: Cl[C:2]1[N:7]=[C:6]([Cl:8])[C:5]([C:9]([F:12])([F:11])[F:10])=[CH:4][N:3]=1.N#N.[NH2:15][C:16]1[CH:21]=[CH:20][C:19]([N:22]2[CH2:27][CH2:26][N:25]([C:28]([O:30][C:31]([CH3:34])([CH3:33])[CH3:32])=[O:29])[CH2:24][CH2:23]2)=[CH:18][C:17]=1[O:35][CH3:36].C(N(CC)CC)C.